The task is: Predict the reaction yield, written as a fraction of the theoretical maximum amount of product (1.0 means a 100% yield; for example, 0.34 means a 34% yield).. This data is from Reaction yield outcomes from USPTO patents with 853,638 reactions. The reactants are [C:1]([O:4][C@H:5]1[CH2:10][CH2:9][C@H:8]([N:11]=[N+]=[N-])[CH:7]=[CH:6]1)(=[O:3])[CH3:2].[C:14](O[C:14]([O:16][C:17]([CH3:20])([CH3:19])[CH3:18])=[O:15])([O:16][C:17]([CH3:20])([CH3:19])[CH3:18])=[O:15]. The catalyst is [Pd].CC([O-])=O.CC([O-])=O.[Pb+2].CO. The product is [C:1]([O:4][C@H:5]1[CH2:10][CH2:9][C@H:8]([NH:11][C:14]([O:16][C:17]([CH3:20])([CH3:19])[CH3:18])=[O:15])[CH:7]=[CH:6]1)(=[O:3])[CH3:2]. The yield is 0.770.